This data is from Catalyst prediction with 721,799 reactions and 888 catalyst types from USPTO. The task is: Predict which catalyst facilitates the given reaction. Reactant: [CH3:1][C:2]1[CH:10]=[CH:9][C:5]([C:6](Cl)=[O:7])=[CH:4][C:3]=1[N+:11]([O-:13])=[O:12].O.[CH:15]([C:18]1[CH:19]=[C:20]([NH2:24])[CH:21]=[CH:22][CH:23]=1)([CH3:17])[CH3:16]. Product: [CH:15]([C:18]1[CH:19]=[C:20]([NH:24][C:6](=[O:7])[C:5]2[CH:9]=[CH:10][C:2]([CH3:1])=[C:3]([N+:11]([O-:13])=[O:12])[CH:4]=2)[CH:21]=[CH:22][CH:23]=1)([CH3:17])[CH3:16]. The catalyst class is: 1.